This data is from Catalyst prediction with 721,799 reactions and 888 catalyst types from USPTO. The task is: Predict which catalyst facilitates the given reaction. (1) Reactant: [CH3:1][O:2][C:3](=[O:11])[C:4]1[CH:9]=[CH:8][C:7]([NH2:10])=[CH:6][CH:5]=1.[Br:12][C:13]1[CH:20]=[CH:19][CH:18]=[CH:17][C:14]=1[CH:15]=O. Product: [CH3:1][O:2][C:3](=[O:11])[C:4]1[CH:9]=[CH:8][C:7](/[N:10]=[CH:15]/[C:14]2[CH:17]=[CH:18][CH:19]=[CH:20][C:13]=2[Br:12])=[CH:6][CH:5]=1. The catalyst class is: 5. (2) Reactant: [NH2:1][C:2]([C:21]1[CH:22]=[C:23]([CH2:27][CH2:28][CH2:29][CH2:30][CH2:31][CH2:32][C:33]([O:35]CC)=[O:34])[CH:24]=[CH:25][CH:26]=1)([C:10]1[CH:15]=[C:14]([C:16]([F:19])([F:18])[F:17])[CH:13]=[C:12]([F:20])[CH:11]=1)[CH2:3][C:4]1[CH:9]=[CH:8][CH:7]=[CH:6][CH:5]=1.[CH:38]1([N:43]=[C:44]=[O:45])[CH2:42][CH2:41][CH2:40][CH2:39]1.C1COCC1.[OH-].[Li+]. Product: [CH:38]1([NH:43][C:44](=[O:45])[NH:1][C:2]([C:21]2[CH:22]=[C:23]([CH2:27][CH2:28][CH2:29][CH2:30][CH2:31][CH2:32][C:33]([OH:35])=[O:34])[CH:24]=[CH:25][CH:26]=2)([C:10]2[CH:15]=[C:14]([C:16]([F:18])([F:17])[F:19])[CH:13]=[C:12]([F:20])[CH:11]=2)[CH2:3][C:4]2[CH:9]=[CH:8][CH:7]=[CH:6][CH:5]=2)[CH2:42][CH2:41][CH2:40][CH2:39]1. The catalyst class is: 2. (3) Reactant: [H-].C([Al+]CC(C)C)C(C)C.[Br:11][C:12]1[N:13]([CH2:25][CH:26]=[C:27]([CH3:29])[CH3:28])[C:14]([C:21]([O:23][CH3:24])=[O:22])=[C:15]([C:17](OC)=[O:18])[N:16]=1.Cl.O. Product: [Br:11][C:12]1[N:13]([CH2:25][CH:26]=[C:27]([CH3:29])[CH3:28])[C:14]([C:21]([O:23][CH3:24])=[O:22])=[C:15]([CH:17]=[O:18])[N:16]=1. The catalyst class is: 7. (4) Reactant: [CH3:1][O:2][C:3](=[O:35])[CH2:4][C:5]1[CH:10]=[C:9]([C:11]2[CH:16]=[CH:15][C:14]([C:17]([F:20])([F:19])[F:18])=[CH:13][CH:12]=2)[N:8]=[C:7]([C:21]2[CH:26]=[C:25]([C:27]([F:30])([F:29])[F:28])[CH:24]=[C:23]([C:31]([F:34])([F:33])[F:32])[CH:22]=2)[CH:6]=1.C[Si]([N-][Si](C)(C)C)(C)C.[K+].Br[CH2:47][C:48]([CH3:50])=[CH2:49]. Product: [CH3:1][O:2][C:3](=[O:35])[CH:4]([C:5]1[CH:10]=[C:9]([C:11]2[CH:16]=[CH:15][C:14]([C:17]([F:19])([F:20])[F:18])=[CH:13][CH:12]=2)[N:8]=[C:7]([C:21]2[CH:22]=[C:23]([C:31]([F:33])([F:34])[F:32])[CH:24]=[C:25]([C:27]([F:28])([F:29])[F:30])[CH:26]=2)[CH:6]=1)[CH2:49][C:48]([CH3:50])=[CH2:47]. The catalyst class is: 1. (5) Reactant: [H-].[Na+].[Cl:3][C:4]1[C:5]2[CH:12]=[CH:11][NH:10][C:6]=2[N:7]=[CH:8][N:9]=1.[C:13]([O:19][CH2:20]Cl)(=[O:18])[C:14]([CH3:17])([CH3:16])[CH3:15].O. Product: [C:13]([O:19][CH2:20][N:10]1[C:6]2[N:7]=[CH:8][N:9]=[C:4]([Cl:3])[C:5]=2[CH:12]=[CH:11]1)(=[O:18])[C:14]([CH3:17])([CH3:16])[CH3:15]. The catalyst class is: 7. (6) Reactant: [NH2:1][C:2]1[CH:7]=[CH:6][CH:5]=[CH:4][CH:3]=1.[CH3:8][C:9]1[C:13]2[CH:14]=[C:15]([O:20][CH3:21])[C:16]([O:18][CH3:19])=[CH:17][C:12]=2[O:11][C:10]=1[C:22](O)=[O:23].C1CCC(N=C=NC2CCCCC2)CC1. Product: [CH3:21][O:20][C:15]1[C:16]([O:18][CH3:19])=[CH:17][C:12]2[O:11][C:10]([C:22]([NH:1][C:2]3[CH:7]=[CH:6][CH:5]=[CH:4][CH:3]=3)=[O:23])=[C:9]([CH3:8])[C:13]=2[CH:14]=1. The catalyst class is: 154. (7) Reactant: Cl.[CH2:2]([O:4][C:5]([C@:7]1([F:27])[C@@H:12]2[C@H:8]1[CH2:9][C@@H:10]([O:17][CH2:18][C:19]1[CH:24]=[CH:23][C:22]([Cl:25])=[C:21]([Cl:26])[CH:20]=1)[C@@:11]2([NH2:16])[C:13]([OH:15])=[O:14])=[O:6])[CH3:3].C1OC1C. Product: [CH2:2]([O:4][C:5]([C@:7]1([F:27])[C@@H:12]2[C@H:8]1[CH2:9][C@@H:10]([O:17][CH2:18][C:19]1[CH:24]=[CH:23][C:22]([Cl:25])=[C:21]([Cl:26])[CH:20]=1)[C@@:11]2([NH2:16])[C:13]([OH:15])=[O:14])=[O:6])[CH3:3]. The catalyst class is: 8.